From a dataset of TCR-epitope binding with 47,182 pairs between 192 epitopes and 23,139 TCRs. Binary Classification. Given a T-cell receptor sequence (or CDR3 region) and an epitope sequence, predict whether binding occurs between them. (1) The epitope is IIKDYGKQM. The TCR CDR3 sequence is CASSLADGSLSDTQYF. Result: 0 (the TCR does not bind to the epitope). (2) The epitope is KRWIILGLNK. The TCR CDR3 sequence is CASNRQSGEREQFF. Result: 1 (the TCR binds to the epitope). (3) The epitope is KLSYGIATV. The TCR CDR3 sequence is CSARGQGRDAAFF. Result: 0 (the TCR does not bind to the epitope). (4) Result: 1 (the TCR binds to the epitope). The epitope is ALSKGVHFV. The TCR CDR3 sequence is CASSYLLGTEFDEQFF.